This data is from TCR-epitope binding with 47,182 pairs between 192 epitopes and 23,139 TCRs. The task is: Binary Classification. Given a T-cell receptor sequence (or CDR3 region) and an epitope sequence, predict whether binding occurs between them. (1) The epitope is QVPLRPMTYK. The TCR CDR3 sequence is CASSLPLAGAYNEQFF. Result: 0 (the TCR does not bind to the epitope). (2) The epitope is SGPLKAEIAQRLED. The TCR CDR3 sequence is CASSSLHSATNEKLFF. Result: 1 (the TCR binds to the epitope). (3) The epitope is YLNTLTLAV. The TCR CDR3 sequence is CASSLAPGSEAFF. Result: 1 (the TCR binds to the epitope).